From a dataset of Merck oncology drug combination screen with 23,052 pairs across 39 cell lines. Regression. Given two drug SMILES strings and cell line genomic features, predict the synergy score measuring deviation from expected non-interaction effect. (1) Drug 1: O=S1(=O)NC2(CN1CC(F)(F)F)C1CCC2Cc2cc(C=CCN3CCC(C(F)(F)F)CC3)ccc2C1. Drug 2: O=C(CCCCCCC(=O)Nc1ccccc1)NO. Cell line: PA1. Synergy scores: synergy=7.90. (2) Drug 1: N.N.O=C(O)C1(C(=O)O)CCC1.[Pt]. Drug 2: COC1CC2CCC(C)C(O)(O2)C(=O)C(=O)N2CCCCC2C(=O)OC(C(C)CC2CCC(OP(C)(C)=O)C(OC)C2)CC(=O)C(C)C=C(C)C(O)C(OC)C(=O)C(C)CC(C)C=CC=CC=C1C. Cell line: A375. Synergy scores: synergy=27.3. (3) Drug 1: Cc1nc(Nc2ncc(C(=O)Nc3c(C)cccc3Cl)s2)cc(N2CCN(CCO)CC2)n1. Drug 2: NC1CCCCC1N.O=C(O)C(=O)O.[Pt+2]. Cell line: UACC62. Synergy scores: synergy=-24.5. (4) Drug 1: O=C(NOCC(O)CO)c1ccc(F)c(F)c1Nc1ccc(I)cc1F. Drug 2: CCC1(O)C(=O)OCc2c1cc1n(c2=O)Cc2cc3c(CN(C)C)c(O)ccc3nc2-1. Cell line: DLD1. Synergy scores: synergy=25.3. (5) Drug 1: CN(Cc1cnc2nc(N)nc(N)c2n1)c1ccc(C(=O)NC(CCC(=O)O)C(=O)O)cc1. Drug 2: CCN(CC)CCNC(=O)c1c(C)[nH]c(C=C2C(=O)Nc3ccc(F)cc32)c1C. Cell line: HCT116. Synergy scores: synergy=-23.4. (6) Drug 1: Nc1ccn(C2OC(CO)C(O)C2(F)F)c(=O)n1. Drug 2: CS(=O)(=O)CCNCc1ccc(-c2ccc3ncnc(Nc4ccc(OCc5cccc(F)c5)c(Cl)c4)c3c2)o1. Cell line: A2058. Synergy scores: synergy=-0.102. (7) Drug 1: COc1cc(C2c3cc4c(cc3C(OC3OC5COC(C)OC5C(O)C3O)C3COC(=O)C23)OCO4)cc(OC)c1O. Drug 2: O=C(CCCCCCC(=O)Nc1ccccc1)NO. Cell line: T47D. Synergy scores: synergy=25.2.